From a dataset of Reaction yield outcomes from USPTO patents with 853,638 reactions. Predict the reaction yield, written as a fraction of the theoretical maximum amount of product (1.0 means a 100% yield; for example, 0.34 means a 34% yield). (1) The reactants are [C:1]([NH:4][C:5]1[N:10]=[CH:9][C:8]([N:11]([CH3:31])[C:12](=[O:30])[C:13]([C:16]2[CH:21]=[C:20]([C:22]([F:25])([F:24])[F:23])[CH:19]=[C:18]([C:26]([F:29])([F:28])[F:27])[CH:17]=2)([CH3:15])[CH3:14])=[C:7]([C:32]2[CH:37]=[CH:36][CH:35]=[CH:34][C:33]=2[CH3:38])[CH:6]=1)(=[O:3])[CH3:2].[CH3:39][Si](C)(C)[N-][Si](C)(C)C.[K+].CI. The catalyst is O1CCCC1. The product is [C:1]([N:4]([CH3:39])[C:5]1[N:10]=[CH:9][C:8]([N:11]([CH3:31])[C:12](=[O:30])[C:13]([C:16]2[CH:17]=[C:18]([C:26]([F:29])([F:28])[F:27])[CH:19]=[C:20]([C:22]([F:25])([F:23])[F:24])[CH:21]=2)([CH3:15])[CH3:14])=[C:7]([C:32]2[CH:37]=[CH:36][CH:35]=[CH:34][C:33]=2[CH3:38])[CH:6]=1)(=[O:3])[CH3:2]. The yield is 0.650. (2) The reactants are [Cl:1][C:2]1[CH:7]=[CH:6][C:5]([N:8]=[CH:9][C:10]2[CH:15]=[CH:14][CH:13]=[C:12]([N+:16]([O-:18])=[O:17])[CH:11]=2)=[CH:4][CH:3]=1.O.[O-]S(C(F)(F)F)(=O)=O.[Yb+3].[O-]S(C(F)(F)F)(=O)=O.[O-]S(C(F)(F)F)(=O)=O.[CH:45](=[O:49])[CH:46]([CH3:48])[CH3:47].O. The product is [Cl:1][C:2]1[CH:3]=[C:4]2[C:5](=[CH:6][CH:7]=1)[NH:8][CH:9]([C:10]1[CH:15]=[CH:14][CH:13]=[C:12]([N+:16]([O-:18])=[O:17])[CH:11]=1)[C:46]([CH3:48])([CH3:47])[CH:45]2[OH:49]. The yield is 0.930. The catalyst is O1CCCC1. (3) The reactants are [NH2:1][C:2]1[CH:10]=[CH:9][C:8]([F:11])=[CH:7][C:3]=1[C:4](O)=[O:5].Cl.[N:13]([O-])=O.[Na+].S(=O)=O. The catalyst is O. The product is [F:11][C:8]1[CH:7]=[C:3]2[C:2](=[CH:10][CH:9]=1)[NH:1][NH:13][C:4]2=[O:5]. The yield is 0.520. (4) The reactants are [CH3:1][N:2]1[C:6]([C:7]2[CH:12]=[C:11]([N+:13]([O-:15])=[O:14])[CH:10]=[CH:9][C:8]=2[OH:16])=[CH:5][CH:4]=[N:3]1.Br.Br[CH2:19][C:20]1[CH:25]=[CH:24][CH:23]=[CH:22][N:21]=1.C(=O)([O-])[O-].[K+].[K+]. The catalyst is CS(C)=O. The product is [CH3:1][N:2]1[C:6]([C:7]2[CH:12]=[C:11]([N+:13]([O-:15])=[O:14])[CH:10]=[CH:9][C:8]=2[O:16][CH2:19][C:20]2[CH:25]=[CH:24][CH:23]=[CH:22][N:21]=2)=[CH:5][CH:4]=[N:3]1. The yield is 0.810. (5) The reactants are [NH2:1][C:2]1[CH:12]=[CH:11][C:5]([C:6]([O:8][CH2:9][CH3:10])=[O:7])=[CH:4][CH:3]=1.[S-:13][C:14]#[N:15].[K+].BrBr. The product is [NH2:15][C:14]1[S:13][C:12]2[CH:11]=[C:5]([C:6]([O:8][CH2:9][CH3:10])=[O:7])[CH:4]=[CH:3][C:2]=2[N:1]=1. The catalyst is C(O)(=O)C. The yield is 0.310.